Dataset: NCI-60 drug combinations with 297,098 pairs across 59 cell lines. Task: Regression. Given two drug SMILES strings and cell line genomic features, predict the synergy score measuring deviation from expected non-interaction effect. (1) Drug 1: CC1=CC=C(C=C1)C2=CC(=NN2C3=CC=C(C=C3)S(=O)(=O)N)C(F)(F)F. Drug 2: CCN(CC)CCNC(=O)C1=C(NC(=C1C)C=C2C3=C(C=CC(=C3)F)NC2=O)C. Cell line: OVCAR-5. Synergy scores: CSS=-0.253, Synergy_ZIP=2.65, Synergy_Bliss=5.10, Synergy_Loewe=-0.492, Synergy_HSA=-0.829. (2) Drug 1: C1=CC(=CC=C1CC(C(=O)O)N)N(CCCl)CCCl.Cl. Drug 2: CCN(CC)CCNC(=O)C1=C(NC(=C1C)C=C2C3=C(C=CC(=C3)F)NC2=O)C. Cell line: SNB-75. Synergy scores: CSS=-1.09, Synergy_ZIP=2.56, Synergy_Bliss=2.09, Synergy_Loewe=-3.48, Synergy_HSA=-2.72.